Task: Binary Classification. Given a drug SMILES string, predict its activity (active/inactive) in a high-throughput screening assay against a specified biological target.. Dataset: M1 muscarinic receptor agonist screen with 61,833 compounds (1) The drug is o1c2c(/C(C(=O)c3c2cccc3)=C\Nc2ncccc2)c(c1C)C(OCC)=O. The result is 0 (inactive). (2) The molecule is S(c1n(CC)c(nn1)c1sccc1)CC(=O)Nc1cc(OC)c(OC)cc1. The result is 0 (inactive). (3) The molecule is Clc1ccc(c2nn(c3sc(C(=O)N4CCN(CC4)c4ncccc4)cc23)C)cc1. The result is 0 (inactive). (4) The drug is s1c(c(c(c1NC(OC)=O)C(OCC)=O)C)C(=O)N(CC)CC. The result is 0 (inactive). (5) The drug is O=c1[nH]c2c(cc1CN(Cc1n(nnn1)CCOC)Cc1ccc(OC)cc1)cc(cc2)CC. The result is 0 (inactive).